Dataset: Forward reaction prediction with 1.9M reactions from USPTO patents (1976-2016). Task: Predict the product of the given reaction. (1) Given the reactants [F:1][C:2]1[CH:10]=[C:9]([F:11])[C:8]([F:12])=[CH:7][C:3]=1[C:4](Cl)=[O:5].[CH3:13][NH:14][CH2:15][CH2:16][OH:17], predict the reaction product. The product is: [F:1][C:2]1[CH:10]=[C:9]([F:11])[C:8]([F:12])=[CH:7][C:3]=1[C:4]([N:14]([CH2:15][CH2:16][OH:17])[CH3:13])=[O:5]. (2) Given the reactants CC([O-])(C)C.[K+].[CH3:7][N:8]1[C:16]2[C:11](=[CH:12][CH:13]=[CH:14][N:15]=2)[CH:10]=[CH:9]1.[SiH:17]([CH2:22][CH3:23])([CH2:20][CH3:21])[CH2:18][CH3:19], predict the reaction product. The product is: [CH3:7][N:8]1[C:16]2=[N:15][CH:14]=[CH:13][CH:12]=[C:11]2[CH:10]=[C:9]1[Si:17]([CH2:22][CH3:23])([CH2:20][CH3:21])[CH2:18][CH3:19]. (3) Given the reactants [C:1]([O:4][C:5]12[CH2:9][C:7]([NH2:10])([CH2:8]1)[CH2:6]2)(=[O:3])[CH3:2].C(=O)(O)[O-].[Na+].[C:16](Cl)(=[O:18])[CH3:17], predict the reaction product. The product is: [C:1]([O:4][C:5]12[CH2:9][C:7]([NH:10][C:16](=[O:18])[CH3:17])([CH2:8]1)[CH2:6]2)(=[O:3])[CH3:2]. (4) Given the reactants [C:1]1([CH:11]=O)[C:10]2[C:5](=[CH:6][CH:7]=[CH:8][CH:9]=2)[CH:4]=[CH:3][CH:2]=1.[CH3:13][C:14]([CH3:16])=[O:15].[OH-].[Na+].O, predict the reaction product. The product is: [C:1]1([CH:11]=[CH:13][C:14](=[O:15])[CH:16]=[CH:11][C:1]2[C:10]3[C:5](=[CH:6][CH:7]=[CH:8][CH:9]=3)[CH:4]=[CH:3][CH:2]=2)[C:10]2[C:5](=[CH:6][CH:7]=[CH:8][CH:9]=2)[CH:4]=[CH:3][CH:2]=1. (5) Given the reactants Cl[C:2]1[N:7]=[CH:6][C:5]([N+:8]([O-:10])=[O:9])=[CH:4][N:3]=1.[CH2:11]1[C:16]2([CH2:21][CH2:20][N:19]([C:22]([O:24][C:25]([CH3:28])([CH3:27])[CH3:26])=[O:23])[CH2:18][CH2:17]2)[CH2:15][CH2:14][CH2:13][NH:12]1.CC(C1C=C(C(C)C)C(C2C=CC=CC=2P(C2CCCCC2)C2CCCCC2)=C(C(C)C)C=1)C.[O-]P([O-])([O-])=O.[K+].[K+].[K+], predict the reaction product. The product is: [C:25]([O:24][C:22]([N:19]1[CH2:18][CH2:17][C:16]2([CH2:11][N:12]([C:2]3[N:7]=[CH:6][C:5]([N+:8]([O-:10])=[O:9])=[CH:4][N:3]=3)[CH2:13][CH2:14][CH2:15]2)[CH2:21][CH2:20]1)=[O:23])([CH3:28])([CH3:26])[CH3:27]. (6) Given the reactants [Cl:1][C:2]1[CH:3]=[C:4]([C:24]2([C:30]([O:32]CC)=[O:31])[CH2:29][C:26]3([CH2:28][CH2:27]3)[CH2:25]2)[CH:5]=[C:6]([C:14]2[CH:19]=[CH:18][C:17]([C:20]([F:23])([F:22])[F:21])=[CH:16][CH:15]=2)[C:7]=1[O:8][CH2:9][C:10]([F:13])([F:12])[F:11].O.[OH-].[Li+], predict the reaction product. The product is: [Cl:1][C:2]1[CH:3]=[C:4]([C:24]2([C:30]([OH:32])=[O:31])[CH2:29][C:26]3([CH2:28][CH2:27]3)[CH2:25]2)[CH:5]=[C:6]([C:14]2[CH:19]=[CH:18][C:17]([C:20]([F:22])([F:23])[F:21])=[CH:16][CH:15]=2)[C:7]=1[O:8][CH2:9][C:10]([F:13])([F:11])[F:12]. (7) Given the reactants [NH2:1][C:2]1[C:7]([NH:8][C:9]2[CH:14]=[CH:13][C:12]([I:15])=[CH:11][C:10]=2[F:16])=[C:6]([CH3:17])[C:5](=[O:18])[N:4]2[CH2:19][CH2:20][S:21][C:3]=12.[CH2:22]([C:25]1([S:28](Cl)(=[O:30])=[O:29])[CH2:27][CH2:26]1)[CH:23]=[CH2:24], predict the reaction product. The product is: [F:16][C:10]1[CH:11]=[C:12]([I:15])[CH:13]=[CH:14][C:9]=1[NH:8][C:7]1[C:2]([NH:1][S:28]([C:25]2([CH2:22][CH:23]=[CH2:24])[CH2:27][CH2:26]2)(=[O:30])=[O:29])=[C:3]2[S:21][CH2:20][CH2:19][N:4]2[C:5](=[O:18])[C:6]=1[CH3:17].